This data is from Catalyst prediction with 721,799 reactions and 888 catalyst types from USPTO. The task is: Predict which catalyst facilitates the given reaction. (1) Reactant: [CH2:1]([O:8][C@H:9]1[C@H:14]([O:15][CH2:16][C:17]2[CH:22]=[CH:21][CH:20]=[CH:19][CH:18]=2)[C@@H:13]([O:23][CH2:24][C:25]2[CH:30]=[CH:29][CH:28]=[CH:27][CH:26]=2)[C@H:12]([C:31]2[CH:36]=[CH:35][C:34]([Cl:37])=[C:33]([CH2:38][C:39]3[CH:44]=[CH:43][C:42]([O:45][CH2:46][CH3:47])=[CH:41][CH:40]=3)[CH:32]=2)[O:11][C:10]1([CH2:50]O)[CH2:48][OH:49])[C:2]1[CH:7]=[CH:6][CH:5]=[CH:4][CH:3]=1.[H-].[Al+3].[Li+].[H-].[H-].[H-]. Product: [CH2:1]([O:8][C@H:9]1[C@H:14]([O:15][CH2:16][C:17]2[CH:18]=[CH:19][CH:20]=[CH:21][CH:22]=2)[C@@H:13]([O:23][CH2:24][C:25]2[CH:30]=[CH:29][CH:28]=[CH:27][CH:26]=2)[C@H:12]([C:31]2[CH:36]=[CH:35][C:34]([Cl:37])=[C:33]([CH2:38][C:39]3[CH:40]=[CH:41][C:42]([O:45][CH2:46][CH3:47])=[CH:43][CH:44]=3)[CH:32]=2)[O:11][C:10]1([CH2:48][OH:49])[CH3:50])[C:2]1[CH:3]=[CH:4][CH:5]=[CH:6][CH:7]=1. The catalyst class is: 1. (2) Reactant: [C:1]([O:4][C@H:5](/[CH:7]=[CH:8]\[C:9]([NH:11][C@@H:12]1[CH2:17][C@H:16]([CH3:18])[C@H:15]([CH2:19]/[CH:20]=[C:21](\[CH3:40])/[CH:22]=[CH:23]/[C@H:24]2[O:31][C@H:30]([CH2:32][C:33]([N:35]([CH3:38])NC)=[O:34])[CH2:29][C@:26]3([O:28][CH2:27]3)[C@@H:25]2[OH:39])[O:14][C@@H:13]1[CH3:41])=[O:10])[CH3:6])(=[O:3])[CH3:2].[CH:42](N(CC)C(C)C)(C)[CH3:43].Cl.Cl.CNNC.[O:57]1[CH2:61][CH2:60][CH2:59]C1.CN(C)C=O. Product: [C:1]([O:4][C@H:5](/[CH:7]=[CH:8]\[C:9]([NH:11][C@@H:12]1[CH2:17][C@H:16]([CH3:18])[C@H:15]([CH2:19]/[CH:20]=[C:21](\[CH3:40])/[CH:22]=[CH:23]/[C@H:24]2[O:31][C@H:30]([CH2:32][C:33]([NH:35][C@H:38]3[CH2:43][CH2:42][C@H:61]([OH:57])[CH2:60][CH2:59]3)=[O:34])[CH2:29][C@:26]3([O:28][CH2:27]3)[C@@H:25]2[OH:39])[O:14][C@@H:13]1[CH3:41])=[O:10])[CH3:6])(=[O:3])[CH3:2]. The catalyst class is: 69. (3) Product: [Cl:1][C:2]1[N:3]=[C:4]([O:20][CH:21]2[CH2:26][CH2:25][O:24][CH2:23][CH2:22]2)[C:5]2[C:10]([C:33]3[CH:32]=[CH:31][N:30]=[C:29]([O:28][CH3:27])[CH:34]=3)=[CH:9][N:8]([CH2:12][O:13][CH2:14][CH2:15][Si:16]([CH3:19])([CH3:18])[CH3:17])[C:6]=2[N:7]=1. Reactant: [Cl:1][C:2]1[N:3]=[C:4]([O:20][CH:21]2[CH2:26][CH2:25][O:24][CH2:23][CH2:22]2)[C:5]2[C:10](I)=[CH:9][N:8]([CH2:12][O:13][CH2:14][CH2:15][Si:16]([CH3:19])([CH3:18])[CH3:17])[C:6]=2[N:7]=1.[CH3:27][O:28][C:29]1[CH:34]=[C:33](B(O)O)[CH:32]=[CH:31][N:30]=1.O.O.O.P([O-])([O-])([O-])=O.[K+].[K+].[K+].O1CCOCC1. The catalyst class is: 6. (4) Reactant: [NH:1]1[C:9]2[C:4](=[CH:5][CH:6]=[C:7]([CH2:10][CH2:11][C:12](=O)[CH2:13][C:14]([O:16]CC)=O)[CH:8]=2)[CH:3]=[CH:2]1.C(=O)(O)O.[NH2:24][C:25]([NH2:27])=[NH:26]. Product: [NH2:26][C:25]1[NH:27][C:14](=[O:16])[CH:13]=[C:12]([CH2:11][CH2:10][C:7]2[CH:8]=[C:9]3[C:4]([CH:3]=[CH:2][NH:1]3)=[CH:5][CH:6]=2)[N:24]=1. The catalyst class is: 8. (5) Reactant: [C:1]([C:3]1[CH:4]=[CH:5][C:6]([S:9][CH2:10][CH2:11][NH:12]C(=O)OC(C)(C)C)=[N:7][CH:8]=1)#[N:2].[F:20][C:21]([F:26])([F:25])[C:22]([OH:24])=[O:23]. Product: [F:20][C:21]([F:26])([F:25])[C:22]([OH:24])=[O:23].[NH2:12][CH2:11][CH2:10][S:9][C:6]1[CH:5]=[CH:4][C:3]([C:1]#[N:2])=[CH:8][N:7]=1. The catalyst class is: 4. (6) Reactant: [NH2:1][CH2:2][CH:3]([C:5]1[CH:10]=[CH:9][CH:8]=[CH:7][CH:6]=1)[OH:4].[CH:11](=O)[CH3:12].[BH4-].[Na+]. Product: [CH2:11]([NH:1][CH2:2][CH:3]([C:5]1[CH:10]=[CH:9][CH:8]=[CH:7][CH:6]=1)[OH:4])[CH3:12]. The catalyst class is: 8. (7) Reactant: Cl[C:2]1[CH:7]=[C:6](Cl)[N:5]=[CH:4][N:3]=1.[H-].[Na+].[Cl:11][CH:12]([Cl:16])[CH:13]([OH:15])[CH3:14].[CH2:17]([OH:21])[C:18]#[C:19][CH3:20].[Cl-].[NH4+]. Product: [CH2:17]([O:21][C:2]1[CH:7]=[C:6]([O:15][CH:13]([CH3:14])[CH:12]([Cl:16])[Cl:11])[N:5]=[CH:4][N:3]=1)[C:18]#[C:19][CH3:20]. The catalyst class is: 7. (8) Reactant: [H-].[Na+].[C:3]([O:10][CH2:11][CH3:12])(=[O:9])[C:4]([O:6]CC)=O.[C:13]([O:18][CH2:19][CH3:20])(=[O:17])[CH2:14][CH2:15][CH3:16].O. Product: [CH2:19]([O:18][C:13](=[O:17])[CH:14]([CH2:15][CH3:16])[C:4](=[O:6])[C:3]([O:10][CH2:11][CH3:12])=[O:9])[CH3:20]. The catalyst class is: 28.